This data is from Drug-target binding data from BindingDB using IC50 measurements. The task is: Regression. Given a target protein amino acid sequence and a drug SMILES string, predict the binding affinity score between them. We predict pIC50 (pIC50 = -log10(IC50 in M); higher means more potent). Dataset: bindingdb_ic50. (1) The drug is O[C@@H](CN1CCC(Cc2ccc(F)cc2)CC1)c1ccc(Cl)cc1. The target protein sequence is TAGFYRIPVLGLTTRMSIYSDKSIHLSFLRTVPPYSHQSSVWFEMMRVYSWNHIILLVSDDHEGRAARKRLETLLEERESKAEKVLQFDPGTKNVTALLMEARELEARVIILSASEDDAATVYRAAAMLNMTGSGYVWLVGEREISGNALRYAPDGIIGLQLINGKNESAHISDAVGVVAQAVHELLEKENITEPPRGCVGNTNIWKTGPLFKRVLMSSKYADGVTGRVEFNKDGDRKFANYS. The pIC50 is 4.6. (2) The small molecule is COCn1nc(C#Cc2cc(C(=O)Nc3ccc(CN4CCN(C)CC4)c(C(F)(F)F)c3)ccc2C)c2c(N)ncnc21. The target protein sequence is MGSNKSKPKDASQRRRSLEPAENVHGAGGGAFPASQTPSKPASADGHRGPSAAFAPAAAEPKLFGGFNSSDTVTSPQRAGPLAGGVTTFVALYDYESRTETDLSFKKGERLQIVNNTEGDWWLAHSLSTGQTGYIPSNYVAPSDSIQAEEWYFGKITRRESERLLLNAENPRGTFLVRESETTKGAYCLSVSDFDNAKGLNVKHYKIRKLDSGGFYITSRTQFNSLQQLVAYYSKHADGLCHRLTTVCPTSKPQTQGLAKDAWEIPRESLRLEVKLGQGCFGEVWMGTWNGTTRVAIKTLKPGTMSPEAFLQEAQVMKKLRHEKLVQLYAVVSEEPIYIVTEYMSKGSLLDFLKGETGKYLRLPQLVDMAAQIASGMAYVERMNYVHRDLRAANILVGENLVCKVADFGLARLIEDNEYTARQGAKFPIKWTAPEAALYGRFTIKSDVWSFGILLTELTTKGRVPYPGMVNREVLDQVERGYRMPCPPECPESLHDLMCQ.... The pIC50 is 8.1. (3) The small molecule is NC(=O)c1ccc(Oc2ccc(C(N)=O)cc2)cc1. The target protein sequence is AGQTLKGPWNNLERLAENTGEFQEVVRAFYDTLDAARSSIRVVRVERVSHPLLQQQYELYRERLLQRCERRPVEQVLYHGTTAPAVPDICAHGFNRSFCGRNATVYGKGVYFARRAALSVQDRYSPPNADGHKAVFVARVLTGDYGQGRRGLRAPPLRGPGHVLLRYDSAVDCICQPSIFVIFHDTQALPTHLITCEHVPRASPDDPSG. The pIC50 is 5.7.